From a dataset of Reaction yield outcomes from USPTO patents with 853,638 reactions. Predict the reaction yield, written as a fraction of the theoretical maximum amount of product (1.0 means a 100% yield; for example, 0.34 means a 34% yield). The reactants are [NH2:1][C:2]1[CH2:3][C:4]([C:14]([N:16]([CH2:20][CH2:21][CH3:22])[CH2:17][CH2:18][CH3:19])=[O:15])=[CH:5][C:6]2[CH:12]=[CH:11][C:10](Br)=[CH:9][C:7]=2[N:8]=1.[CH3:23][O:24][C:25]([C:27]1[CH:32]=[CH:31][C:30](B(O)O)=[CH:29][CH:28]=1)=[O:26].C(=O)([O-])[O-].[K+].[K+]. The catalyst is C(#N)C.CCOC(C)=O.C1C=CC([P]([Pd]([P](C2C=CC=CC=2)(C2C=CC=CC=2)C2C=CC=CC=2)([P](C2C=CC=CC=2)(C2C=CC=CC=2)C2C=CC=CC=2)[P](C2C=CC=CC=2)(C2C=CC=CC=2)C2C=CC=CC=2)(C2C=CC=CC=2)C2C=CC=CC=2)=CC=1. The product is [NH2:1][C:2]1[CH2:3][C:4]([C:14](=[O:15])[N:16]([CH2:20][CH2:21][CH3:22])[CH2:17][CH2:18][CH3:19])=[CH:5][C:6]2[CH:12]=[CH:11][C:10]([C:30]3[CH:31]=[CH:32][C:27]([C:25]([O:24][CH3:23])=[O:26])=[CH:28][CH:29]=3)=[CH:9][C:7]=2[N:8]=1. The yield is 0.230.